From a dataset of Reaction yield outcomes from USPTO patents with 853,638 reactions. Predict the reaction yield, written as a fraction of the theoretical maximum amount of product (1.0 means a 100% yield; for example, 0.34 means a 34% yield). (1) The reactants are C[Si]([N-][Si](C)(C)C)(C)C.[Li+].[CH3:11][C:12]1[N:13]=[CH:14][C:15]([C:18](=[O:20])[CH3:19])=[N:16][CH:17]=1.[C:21](OCC)(=[O:27])[C:22]([O:24][CH2:25][CH3:26])=[O:23].O. The catalyst is O1CCCC1.C(OCC)C. The product is [CH3:11][C:12]1[N:13]=[CH:14][C:15]([C:18](=[O:20])[CH2:19][C:21](=[O:27])[C:22]([O:24][CH2:25][CH3:26])=[O:23])=[N:16][CH:17]=1. The yield is 0.360. (2) The reactants are O[CH2:2][CH:3]1[CH:8]([CH2:9][OH:10])[CH2:7][CH2:6][N:5](C(OC(C)(C)C)=O)[CH2:4]1.Cl. No catalyst specified. The product is [CH2:9]1[CH:8]2[CH:3]([CH2:4][NH:5][CH2:6][CH2:7]2)[CH2:2][O:10]1. The yield is 0.520. (3) The reactants are [CH3:1][O:2][CH2:3][C:4]1[N:8]([CH3:9])[N:7]=[C:6]([N+:10]([O-])=O)[CH:5]=1. The catalyst is [Pd].C(O)C. The product is [CH3:1][O:2][CH2:3][C:4]1[N:8]([CH3:9])[N:7]=[C:6]([NH2:10])[CH:5]=1. The yield is 0.990. (4) The reactants are [C:1]([C:3]1[CH:4]=[C:5]([C:13]2[S:17][C:16]([C:18]3[CH:26]=[CH:25][CH:24]=[C:23]4[C:19]=3[CH2:20][CH2:21][C@H:22]4[NH:27]C(=O)OC(C)(C)C)=[CH:15][CH:14]=2)[CH:6]=[CH:7][C:8]=1[O:9][CH:10]([CH3:12])[CH3:11])#[N:2].Cl. The catalyst is O1CCOCC1. The product is [NH2:27][C@H:22]1[C:23]2[C:19](=[C:18]([C:16]3[S:17][C:13]([C:5]4[CH:6]=[CH:7][C:8]([O:9][CH:10]([CH3:12])[CH3:11])=[C:3]([CH:4]=4)[C:1]#[N:2])=[CH:14][CH:15]=3)[CH:26]=[CH:25][CH:24]=2)[CH2:20][CH2:21]1. The yield is 0.900. (5) The reactants are [CH:1]([N:4]1[C:8]2[CH:9]=[CH:10][CH:11]=[CH:12][C:7]=2[N:6]([C:13]([NH:15][CH2:16][CH:17]2[CH2:22][CH2:21][N:20](C(OC(C)(C)C)=O)[CH2:19][CH2:18]2)=[O:14])[C:5]1=[O:30])([CH3:3])[CH3:2]. The catalyst is Cl.CO. The product is [CH:1]([N:4]1[C:8]2[CH:9]=[CH:10][CH:11]=[CH:12][C:7]=2[N:6]([C:13]([NH:15][CH2:16][CH:17]2[CH2:18][CH2:19][NH:20][CH2:21][CH2:22]2)=[O:14])[C:5]1=[O:30])([CH3:3])[CH3:2]. The yield is 0.750.